Dataset: Cav3 T-type calcium channel HTS with 100,875 compounds. Task: Binary Classification. Given a drug SMILES string, predict its activity (active/inactive) in a high-throughput screening assay against a specified biological target. (1) The drug is O=C1Nc2c(NC1CC(=O)Nc1c(OC)cccc1)cccc2. The result is 0 (inactive). (2) The drug is O(CCCn1c2nc3c(nc2c(c1N)C(OCCOC)=O)cccc3)C. The result is 0 (inactive).